From a dataset of Reaction yield outcomes from USPTO patents with 853,638 reactions. Predict the reaction yield, written as a fraction of the theoretical maximum amount of product (1.0 means a 100% yield; for example, 0.34 means a 34% yield). The reactants are C1(S(CC[O:12][C:13](=[O:66])[CH2:14][O:15][C:16]2[CH:21]=[CH:20][C:19]([S:22]([N:25]3[C:29]4[CH:30]=[CH:31][CH:32]=[CH:33][C:28]=4[N:27]=[C:26]3[S:34]([CH2:36][C:37]3[C:42]([CH3:43])=[C:41]([O:44][CH2:45][C:46]([F:49])([F:48])[F:47])[CH:40]=[CH:39][N:38]=3)=[O:35])(=[O:24])=[O:23])=[CH:18][C:17]=2[O:50][CH2:51][C:52]([O:54]CCS(C2C=CC=CC=2)(=O)=O)=[O:53])(=O)=O)C=CC=CC=1.C([O-])(O)=O.[Na+:71]. The catalyst is C1COCC1.O. The product is [Na+:71].[Na+:71].[C:52]([CH2:51][O:50][C:17]1[CH:18]=[C:19]([S:22]([N:25]2[C:29]3[CH:30]=[CH:31][CH:32]=[CH:33][C:28]=3[N:27]=[C:26]2[S:34]([CH2:36][C:37]2[C:42]([CH3:43])=[C:41]([O:44][CH2:45][C:46]([F:47])([F:48])[F:49])[CH:40]=[CH:39][N:38]=2)=[O:35])(=[O:23])=[O:24])[CH:20]=[CH:21][C:16]=1[O:15][CH2:14][C:13]([O-:66])=[O:12])([OH:54])=[O:53].[C:52]([CH2:51][O:50][C:17]1[CH:18]=[C:19]([S:22]([N:25]2[C:29]3[CH:30]=[CH:31][CH:32]=[CH:33][C:28]=3[N:27]=[C:26]2[S:34]([CH2:36][C:37]2[C:42]([CH3:43])=[C:41]([O:44][CH2:45][C:46]([F:47])([F:48])[F:49])[CH:40]=[CH:39][N:38]=2)=[O:35])(=[O:23])=[O:24])[CH:20]=[CH:21][C:16]=1[O:15][CH2:14][C:13]([O-:66])=[O:12])([OH:54])=[O:53]. The yield is 0.740.